From a dataset of Forward reaction prediction with 1.9M reactions from USPTO patents (1976-2016). Predict the product of the given reaction. (1) Given the reactants [NH2:1][C:2]1[S:6][C:5]2[CH2:7][CH2:8][CH2:9][CH2:10][C:4]=2[C:3]=1[C:11]([CH2:13][C:14]1[CH:19]=[CH:18][CH:17]=[C:16]([O:20][CH3:21])[CH:15]=1)=O.[C:22]([O:29][CH3:30])(=[O:28])[CH2:23][CH2:24][C:25]([CH3:27])=O.Cl[Si](C)(C)C, predict the reaction product. The product is: [CH3:27][C:25]1[N:1]=[C:2]2[S:6][C:5]3[CH2:7][CH2:8][CH2:9][CH2:10][C:4]=3[C:3]2=[C:11]([CH2:13][C:14]2[CH:19]=[CH:18][CH:17]=[C:16]([O:20][CH3:21])[CH:15]=2)[C:24]=1[CH2:23][C:22]([O:29][CH3:30])=[O:28]. (2) Given the reactants OC(C(F)(F)F)=O.[Cl:8][C:9]1[CH:14]=[CH:13][CH:12]=[CH:11][C:10]=1[S:15]([C@H:18]1[CH2:22][CH2:21][NH:20][CH2:19]1)(=[O:17])=[O:16].[Cl:23][C:24]1[N:29]=[C:28](Cl)[CH:27]=[CH:26][N:25]=1.[F-].[K+], predict the reaction product. The product is: [Cl:23][C:24]1[N:29]=[C:28]([N:20]2[CH2:21][CH2:22][C@H:18]([S:15]([C:10]3[CH:11]=[CH:12][CH:13]=[CH:14][C:9]=3[Cl:8])(=[O:16])=[O:17])[CH2:19]2)[CH:27]=[CH:26][N:25]=1. (3) Given the reactants O.C1(C)C=CC(S(O)(=O)=O)=CC=1.[F:13][C:14]1[C:19]([F:20])=[C:18]([O:21][CH2:22][CH3:23])[CH:17]=[C:16]([CH3:24])[C:15]=1[CH:25](O)[CH2:26][CH:27]1[CH2:32][CH2:31][CH:30]([CH:33]2[CH2:38][CH2:37][CH:36]([CH2:39][CH2:40][CH2:41][CH2:42][CH3:43])[CH2:35][CH2:34]2)[CH2:29][CH2:28]1.O, predict the reaction product. The product is: [F:13][C:14]1[C:19]([F:20])=[C:18]([O:21][CH2:22][CH3:23])[CH:17]=[C:16]([CH3:24])[C:15]=1[CH:25]=[CH:26][CH:27]1[CH2:32][CH2:31][CH:30]([CH:33]2[CH2:38][CH2:37][CH:36]([CH2:39][CH2:40][CH2:41][CH2:42][CH3:43])[CH2:35][CH2:34]2)[CH2:29][CH2:28]1. (4) The product is: [OH:2][C:1]1[CH:8]=[CH:7][C:5]([O:6][C:12]2[CH:19]=[CH:18][C:15]([C:16]#[N:17])=[CH:14][C:13]=2[N+:20]([O-:22])=[O:21])=[CH:4][CH:3]=1. Given the reactants [C:1]1([CH:8]=[CH:7][C:5]([OH:6])=[CH:4][CH:3]=1)[OH:2].[OH-].[K+].Cl[C:12]1[CH:19]=[CH:18][C:15]([C:16]#[N:17])=[CH:14][C:13]=1[N+:20]([O-:22])=[O:21].Cl, predict the reaction product. (5) The product is: [C:10]([CH2:12][C:13]([NH:5][C:4]1[CH:6]=[CH:7][C:8]([F:9])=[C:2]([F:1])[CH:3]=1)=[O:14])#[N:11]. Given the reactants [F:1][C:2]1[CH:3]=[C:4]([CH:6]=[CH:7][C:8]=1[F:9])[NH2:5].[C:10]([CH2:12][C:13](OCC)=[O:14])#[N:11], predict the reaction product. (6) Given the reactants [Cl:1][C:2]1[CH:3]=[CH:4][C:5]([N+:10]([O-:12])=[O:11])=[C:6]([CH:9]=1)[CH:7]=O.[OH2:13].Cl.[NH2:15]O.[OH-].[Na+], predict the reaction product. The product is: [Cl:1][C:2]1[CH:3]=[CH:4][C:5]([N+:10]([O-:12])=[O:11])=[C:6]([CH:9]=1)[CH:7]=[N:15][OH:13].